The task is: Predict the reaction yield, written as a fraction of the theoretical maximum amount of product (1.0 means a 100% yield; for example, 0.34 means a 34% yield).. This data is from Reaction yield outcomes from USPTO patents with 853,638 reactions. (1) The reactants are OB(O)[C:3]1[S:7][C:6]([C:8]([OH:10])=[O:9])=[CH:5][CH:4]=1.[NH2:12][C:13]1[N:14]=[C:15]([N:24]2[CH2:29][CH2:28][N:27]([C:30](=[O:40])[CH2:31][O:32][C:33]3[CH:38]=[CH:37][C:36]([Cl:39])=[CH:35][CH:34]=3)[CH2:26][CH2:25]2)[C:16]2[N:22]=[C:21](Cl)[CH:20]=[CH:19][C:17]=2[N:18]=1. No catalyst specified. The product is [NH2:12][C:13]1[N:14]=[C:15]([N:24]2[CH2:25][CH2:26][N:27]([C:30](=[O:40])[CH2:31][O:32][C:33]3[CH:38]=[CH:37][C:36]([Cl:39])=[CH:35][CH:34]=3)[CH2:28][CH2:29]2)[C:16]2[N:22]=[C:21]([C:3]3[S:7][C:6]([C:8]([OH:10])=[O:9])=[CH:5][CH:4]=3)[CH:20]=[CH:19][C:17]=2[N:18]=1. The yield is 0.0800. (2) The reactants are C1(C2(C3C=CC=CC=3)[O:11][C:10]3[CH:12]=[CH:13][C:14]([S:16]([N:19]4[CH2:24][CH:23]=[C:22]([C:25]5[CH:30]=[CH:29][C:28]([F:31])=[CH:27][CH:26]=5)[CH2:21][CH2:20]4)(=[O:18])=[O:17])=[CH:15][C:9]=3[O:8]2)C=CC=CC=1.FC(F)(F)C(O)=O. The catalyst is C(Cl)Cl. The product is [F:31][C:28]1[CH:29]=[CH:30][C:25]([C:22]2[CH2:23][CH2:24][N:19]([S:16]([C:14]3[CH:15]=[C:9]([OH:8])[C:10]([OH:11])=[CH:12][CH:13]=3)(=[O:18])=[O:17])[CH2:20][CH:21]=2)=[CH:26][CH:27]=1. The yield is 0.960. (3) The reactants are Cl[C:2]1[CH:3]=[CH:4][N:5]2[C:10]([C:11]=1[CH3:12])=[C:9]([CH:13]1[CH2:15][CH2:14]1)[CH:8]=[C:7]([C:16]([O:18][CH3:19])=[O:17])[C:6]2=[O:20].[N:21]1[CH:26]=[CH:25][CH:24]=[C:23](B(O)O)[CH:22]=1. No catalyst specified. The product is [CH:13]1([C:9]2[CH:8]=[C:7]([C:16]([O:18][CH3:19])=[O:17])[C:6](=[O:20])[N:5]3[C:10]=2[C:11]([CH3:12])=[C:2]([C:23]2[CH:22]=[N:21][CH:26]=[CH:25][CH:24]=2)[CH:3]=[CH:4]3)[CH2:15][CH2:14]1. The yield is 0.870. (4) The reactants are [F:1][C:2]1[CH:7]=[CH:6][C:5]([F:8])=[CH:4][C:3]=1[CH:9]1[CH2:13][CH2:12][CH2:11][N:10]1[C:14]1[CH:19]=[CH:18][N:17]2[N:20]=[CH:21][C:22]([C:23](O)=[O:24])=[C:16]2[N:15]=1.Cl.[C:27]([NH:33][NH2:34])(=[O:32])[C:28]([CH3:31])([CH3:30])[CH3:29].CCN(C(C)C)C(C)C.CN(C(ON1N=NC2C=CC=NC1=2)=[N+](C)C)C.F[P-](F)(F)(F)(F)F. The catalyst is CN(C=O)C.O. The product is [F:1][C:2]1[CH:7]=[CH:6][C:5]([F:8])=[CH:4][C:3]=1[CH:9]1[CH2:13][CH2:12][CH2:11][N:10]1[C:14]1[CH:19]=[CH:18][N:17]2[N:20]=[CH:21][C:22]([C:23]([NH:34][NH:33][C:27](=[O:32])[C:28]([CH3:31])([CH3:30])[CH3:29])=[O:24])=[C:16]2[N:15]=1. The yield is 0.800. (5) The reactants are [Cl:1][C:2]1[CH:7]=[CH:6][C:5]([C:8]([CH3:13])([CH3:12])[C:9]([OH:11])=O)=[CH:4][CH:3]=1.Cl[C:15]([N:19](C)C)=C(C)C.[S-]C#N.[K+].[NH:26]([C:28](=[O:44])[C:29]([NH:31][C:32]1[CH:37]=[CH:36][C:35]([N:38]2[CH2:43][CH2:42][O:41][CH2:40][CH2:39]2)=[CH:34][CH:33]=1)=[O:30])[NH2:27].C1N=CN(C(N2C=NC=C2)=O)C=1. The catalyst is C1COCC1.CN(C=O)C. The product is [Cl:1][C:2]1[CH:3]=[CH:4][C:5]([C:8]([CH3:13])([CH3:12])[C:9]([NH:19][C:15]2[O:44][C:28]([C:29]([NH:31][C:32]3[CH:33]=[CH:34][C:35]([N:38]4[CH2:39][CH2:40][O:41][CH2:42][CH2:43]4)=[CH:36][CH:37]=3)=[O:30])=[N:26][N:27]=2)=[O:11])=[CH:6][CH:7]=1. The yield is 0.450. (6) The reactants are [NH:1]1[CH2:6][CH2:5][CH2:4][CH2:3][CH2:2]1.Cl.Cl[CH:9]([C:14]1[C:15](=[O:23])[C:16]([OH:22])=[C:17]([CH2:20][CH3:21])[NH:18][CH:19]=1)[C:10]([F:13])([F:12])[F:11]. The catalyst is CC#N. The product is [CH2:20]([C:17]1[NH:18][CH:19]=[C:14]([CH:9]([N:1]2[CH2:6][CH2:5][CH2:4][CH2:3][CH2:2]2)[C:10]([F:13])([F:12])[F:11])[C:15](=[O:23])[C:16]=1[OH:22])[CH3:21]. The yield is 0.900. (7) The catalyst is C(OCC)C.C1(C)C=CC(S(O)(=O)=O)=CC=1. The yield is 0.990. The product is [Br:1][C:2]1[CH:7]=[CH:6][C:5]([O:8][CH:10]2[CH2:11][CH2:12][CH2:13][CH2:14][O:9]2)=[CH:4][CH:3]=1. The reactants are [Br:1][C:2]1[CH:7]=[CH:6][C:5]([OH:8])=[CH:4][CH:3]=1.[O:9]1[CH:14]=[CH:13][CH2:12][CH2:11][CH2:10]1.